This data is from Reaction yield outcomes from USPTO patents with 853,638 reactions. The task is: Predict the reaction yield, written as a fraction of the theoretical maximum amount of product (1.0 means a 100% yield; for example, 0.34 means a 34% yield). (1) The reactants are Br[CH2:2][CH2:3][O:4][CH2:5][CH2:6]Br.C(=O)([O-])[O-].[K+].[K+].CN(C)C=O.[NH2:19][C:20]1[N:25]=[C:24]([Cl:26])[CH:23]=[C:22]([Cl:27])[N:21]=1. The catalyst is C(OCC)(=O)C. The product is [Cl:27][C:22]1[CH:23]=[C:24]([Cl:26])[N:25]=[C:20]([N:19]2[CH2:6][CH2:5][O:4][CH2:3][CH2:2]2)[N:21]=1. The yield is 0.280. (2) The reactants are [CH2:1]([O:8][C:9]1[CH:14]=[CH:13][CH:12]=[CH:11][C:10]=1[C:15]1[O:19][N:18]=[C:17]([C:20]([OH:22])=O)[CH:16]=1)[C:2]1[CH:7]=[CH:6][CH:5]=[CH:4][CH:3]=1.CCN(C(C)C)C(C)C.C1C=CC2N(O)N=NC=2C=1.CCN=C=NCCCN(C)C.Cl.Cl.[CH2:55]([O:57][C:58](=[O:61])[CH2:59][NH2:60])[CH3:56]. The catalyst is CN(C=O)C.O. The product is [CH2:55]([O:57][C:58](=[O:61])[CH2:59][NH:60][C:20]([C:17]1[CH:16]=[C:15]([C:10]2[CH:11]=[CH:12][CH:13]=[CH:14][C:9]=2[O:8][CH2:1][C:2]2[CH:3]=[CH:4][CH:5]=[CH:6][CH:7]=2)[O:19][N:18]=1)=[O:22])[CH3:56]. The yield is 0.730. (3) The reactants are C(OC(=O)[NH:7][C:8]1[CH:13]=[CH:12][C:11]([CH:14]2[CH2:19][CH2:18][N:17]([C:20](=[O:25])[CH2:21][N:22]([CH3:24])[CH3:23])[CH2:16][CH2:15]2)=[CH:10][CH:9]=1)(C)(C)C.C(O)(C(F)(F)F)=O. The catalyst is C(Cl)Cl. The product is [NH2:7][C:8]1[CH:13]=[CH:12][C:11]([CH:14]2[CH2:15][CH2:16][N:17]([C:20](=[O:25])[CH2:21][N:22]([CH3:23])[CH3:24])[CH2:18][CH2:19]2)=[CH:10][CH:9]=1. The yield is 0.590. (4) The reactants are [CH2:1]([NH2:4])[CH2:2][CH3:3].[C:5]([O:9][C:10]([CH3:13])([CH3:12])[CH3:11])(=[O:8])[CH:6]=[CH2:7]. The catalyst is C1COCC1. The product is [CH2:1]([NH:4][CH2:7][CH2:6][C:5]([O:9][C:10]([CH3:13])([CH3:12])[CH3:11])=[O:8])[CH2:2][CH3:3]. The yield is 0.100. (5) The reactants are [CH2:1]([O:3][C:4]([C:6]1[CH:7]=[N:8][C:9]2[C:14]([C:15]=1Cl)=[CH:13][CH:12]=[CH:11][C:10]=2[CH2:17][CH3:18])=[O:5])[CH3:2].[CH:19]1([NH2:24])[CH2:23][CH2:22][CH2:21][CH2:20]1. No catalyst specified. The product is [CH2:1]([O:3][C:4]([C:6]1[CH:7]=[N:8][C:9]2[C:14]([C:15]=1[NH:24][CH:19]1[CH2:23][CH2:22][CH2:21][CH2:20]1)=[CH:13][CH:12]=[CH:11][C:10]=2[CH2:17][CH3:18])=[O:5])[CH3:2]. The yield is 1.00. (6) The reactants are N1CCCCC1.[CH:7]1([O:12][C:13]2[CH:14]=[C:15]([CH:18]=[CH:19][C:20]=2[O:21][CH3:22])[CH:16]=O)[CH2:11][CH2:10][CH2:9][CH2:8]1.C([CH2:26][C:27]([NH:29][C:30]1[CH:38]=[CH:37][CH:36]=[CH:35][C:31]=1[C:32]([OH:34])=[O:33])=[O:28])(O)=O.Cl. The catalyst is C1(C)C=CC=CC=1. The product is [CH:7]1([O:12][C:13]2[CH:14]=[C:15](/[CH:16]=[CH:26]/[C:27]([NH:29][C:30]3[CH:38]=[CH:37][CH:36]=[CH:35][C:31]=3[C:32]([OH:34])=[O:33])=[O:28])[CH:18]=[CH:19][C:20]=2[O:21][CH3:22])[CH2:11][CH2:10][CH2:9][CH2:8]1. The yield is 0.670. (7) The reactants are Br[C:2]1[CH:3]=[C:4]2[C:8](=[N:9][CH:10]=1)[NH:7][CH:6]=[CH:5]2.[CH3:11][O-:12].[Na+]. The catalyst is CN(C)C=O.CO.[Cu]Br. The product is [CH3:11][O:12][C:2]1[CH:3]=[C:4]2[CH:5]=[CH:6][NH:7][C:8]2=[N:9][CH:10]=1. The yield is 0.500. (8) The reactants are CI.[Br:3][C:4]1[CH:5]=[C:6]([C:10]2([C:28]3[CH:33]=[C:32]([C:34]([F:37])([F:36])[F:35])[C:31](=[O:38])[NH:30][CH:29]=3)[C:18]3[C:13](=[C:14]([F:19])[CH:15]=[CH:16][CH:17]=3)[C:12]([NH:20][C:21](=[O:27])[O:22][C:23]([CH3:26])([CH3:25])[CH3:24])=[N:11]2)[CH:7]=[CH:8][CH:9]=1.[C:39](=O)([O-])[O-].[K+].[K+]. The catalyst is COCCOC.C(Cl)Cl. The product is [Br:3][C:4]1[CH:5]=[C:6]([C:10]2([C:28]3[CH:33]=[C:32]([C:34]([F:35])([F:36])[F:37])[C:31](=[O:38])[N:30]([CH3:39])[CH:29]=3)[C:18]3[C:13](=[C:14]([F:19])[CH:15]=[CH:16][CH:17]=3)[C:12]([NH:20][C:21](=[O:27])[O:22][C:23]([CH3:26])([CH3:24])[CH3:25])=[N:11]2)[CH:7]=[CH:8][CH:9]=1. The yield is 1.00.